Dataset: Reaction yield outcomes from USPTO patents with 853,638 reactions. Task: Predict the reaction yield, written as a fraction of the theoretical maximum amount of product (1.0 means a 100% yield; for example, 0.34 means a 34% yield). (1) The reactants are [O:1]1[CH2:6][CH2:5][CH:4]([C:7]([OH:9])=O)[CH2:3][CH2:2]1.[Br:10][C:11]1[CH:20]=[C:19]2[C:14]([CH2:15][CH2:16][N:17](C=O)[CH2:18]2)=[CH:13][CH:12]=1.[B-](F)(F)(F)F.CN(C(ON1C(=O)C=CC=C1)=[N+](C)C)C.C1C=CC2N(O)N=NC=2C=1.C(N(C(C)C)C(C)C)C.Cl. The catalyst is C(Cl)Cl.CCOCC. The product is [Br:10][C:11]1[CH:20]=[C:19]2[C:14]([CH2:15][CH2:16][N:17]([C:7]([CH:4]3[CH2:3][CH2:2][O:1][CH2:6][CH2:5]3)=[O:9])[CH2:18]2)=[CH:13][CH:12]=1. The yield is 1.00. (2) The reactants are F[B-](F)(F)F.N1(OC(N(C)C)=[N+](C)C)C2C=CC=CC=2N=N1.[Cl:23][C:24]1[CH:25]=[C:26]([N:32]2[CH:40]([C:41]3[CH:46]=[CH:45][C:44]([F:47])=[CH:43][CH:42]=3)[CH:39]3[C:34]([C:35]4[CH:51]=[CH:50][C:49]([C:52]([OH:54])=O)=[CH:48][C:36]=4[CH2:37][CH2:38]3)=[N:33]2)[CH:27]=[CH:28][C:29]=1[C:30]#[N:31].C(O)C.C(N(CC)CC)C.[N:65]1([CH2:70][CH2:71][NH2:72])[CH2:69][CH2:68][CH2:67][CH2:66]1. The catalyst is CN(C)C=O. The product is [Cl:23][C:24]1[CH:25]=[C:26]([N:32]2[CH:40]([C:41]3[CH:42]=[CH:43][C:44]([F:47])=[CH:45][CH:46]=3)[CH:39]3[C:34]([C:35]4[CH:51]=[CH:50][C:49]([C:52]([NH:72][CH2:71][CH2:70][N:65]5[CH2:69][CH2:68][CH2:67][CH2:66]5)=[O:54])=[CH:48][C:36]=4[CH2:37][CH2:38]3)=[N:33]2)[CH:27]=[CH:28][C:29]=1[C:30]#[N:31]. The yield is 0.420. (3) The reactants are [F:1][C:2]1[CH:10]=[CH:9][C:5]([C:6](Cl)=[O:7])=[CH:4][CH:3]=1.[CH2:11]([NH:18][C:19]([C:21]1[S:25][C:24]([NH2:26])=[N:23][C:22]=1[CH3:27])=[O:20])[C:12]1[CH:17]=[CH:16][CH:15]=[CH:14][CH:13]=1. No catalyst specified. The product is [CH2:11]([NH:18][C:19]([C:21]1[S:25][C:24]([NH:26][C:6](=[O:7])[C:5]2[CH:9]=[CH:10][C:2]([F:1])=[CH:3][CH:4]=2)=[N:23][C:22]=1[CH3:27])=[O:20])[C:12]1[CH:17]=[CH:16][CH:15]=[CH:14][CH:13]=1. The yield is 0.300. (4) The reactants are CC(C)([O-])C.[K+].[C:7]([CH2:9]P(=O)(OCC)OCC)#[N:8].O=[C:19]1[CH2:22][N:21]([C:23]([O:25][C:26]([CH3:29])([CH3:28])[CH3:27])=[O:24])[CH2:20]1. The catalyst is O1CCCC1. The product is [C:7]([CH:9]=[C:19]1[CH2:22][N:21]([C:23]([O:25][C:26]([CH3:29])([CH3:28])[CH3:27])=[O:24])[CH2:20]1)#[N:8]. The yield is 0.950. (5) The reactants are [N:1]1[CH:6]=[CH:5][C:4]([CH2:7][CH2:8][CH2:9][OH:10])=[CH:3][CH:2]=1.C(N(CC)CC)C.C1C(=O)N(OC(ON2C(=O)CCC2=O)=O)[C:20](=[O:21])C1.Cl.[C:37]12([CH2:47][CH2:48][NH:49][CH2:50][CH2:51][CH2:52][CH2:53][CH3:54])[CH2:46][CH:41]3[CH2:42][CH:43]([CH2:45][CH:39]([CH2:40]3)[CH2:38]1)[CH2:44]2. The catalyst is C(#N)C.C(Cl)Cl. The product is [C:37]12([CH2:47][CH2:48][N:49]([CH2:50][CH2:51][CH2:52][CH2:53][CH3:54])[C:20](=[O:21])[O:10][CH2:9][CH2:8][CH2:7][C:4]3[CH:5]=[CH:6][N:1]=[CH:2][CH:3]=3)[CH2:44][CH:43]3[CH2:42][CH:41]([CH2:40][CH:39]([CH2:45]3)[CH2:38]1)[CH2:46]2. The yield is 0.970. (6) The reactants are [CH:1]([C:4]1[CH:9]=[C:8]([CH:10]([CH3:12])[CH3:11])[CH:7]=[C:6]([CH:13]([CH3:15])[CH3:14])[C:5]=1[S:16](Cl)(=[O:18])=[O:17])([CH3:3])[CH3:2].[Br:20][C:21]1[C:27]([C:28]([F:31])([F:30])[F:29])=[CH:26][C:25]([C:32]([F:35])([F:34])[F:33])=[CH:24][C:22]=1[NH2:23]. The catalyst is N1C=CC=CC=1. The product is [Br:20][C:21]1[C:27]([C:28]([F:30])([F:31])[F:29])=[CH:26][C:25]([C:32]([F:33])([F:34])[F:35])=[CH:24][C:22]=1[NH:23][S:16]([C:5]1[C:4]([CH:1]([CH3:3])[CH3:2])=[CH:9][C:8]([CH:10]([CH3:12])[CH3:11])=[CH:7][C:6]=1[CH:13]([CH3:15])[CH3:14])(=[O:18])=[O:17]. The yield is 0.0400. (7) The reactants are C([NH:5][S:6]([C:9]1[CH:14]=[CH:13][CH:12]=[C:11]([C:15]2[N:16]=[CH:17][N:18]([C:20]3[CH:25]=[C:24]([C:26]4[CH:31]=[CH:30][C:29]([C:32]([F:35])([F:34])[F:33])=[CH:28][CH:27]=4)[CH:23]=[C:22]([C:36]([F:39])([F:38])[F:37])[N:21]=3)[CH:19]=2)[CH:10]=1)(=[O:8])=[O:7])(C)(C)C.C(O)(C(F)(F)F)=O. The catalyst is ClCCl. The product is [F:39][C:36]([F:37])([F:38])[C:22]1[N:21]=[C:20]([N:18]2[CH:19]=[C:15]([C:11]3[CH:10]=[C:9]([S:6]([NH2:5])(=[O:7])=[O:8])[CH:14]=[CH:13][CH:12]=3)[N:16]=[CH:17]2)[CH:25]=[C:24]([C:26]2[CH:27]=[CH:28][C:29]([C:32]([F:33])([F:35])[F:34])=[CH:30][CH:31]=2)[CH:23]=1. The yield is 0.400. (8) The reactants are [OH-].[Na+].CO[C:5]([C:7]1([NH:13][C:14](=[O:22])[CH2:15][CH2:16][C:17]2[O:18][CH:19]=[CH:20][CH:21]=2)[CH2:12][CH2:11][CH2:10][CH2:9][CH2:8]1)=[O:6].CCOCC.Cl.C(N=C=NCCCN(C)C)C. The catalyst is O1CCCC1.C(Cl)Cl. The product is [O:18]1[CH:19]=[CH:20][CH:21]=[C:17]1[CH2:16][CH2:15][C:14]1[O:22][C:5](=[O:6])[C:7]2([CH2:8][CH2:9][CH2:10][CH2:11][CH2:12]2)[N:13]=1. The yield is 0.470. (9) The reactants are Cl[C:2]1[C:7]([N+:8]([O-:10])=[O:9])=[C:6](Cl)[CH:5]=[C:4]([CH3:12])[N:3]=1.[C:13](=[O:16])([O-])[O-].[K+].[K+].[F:19][C:20]([F:24])([F:23])[CH2:21][OH:22]. No catalyst specified. The product is [F:19][C:20]([F:24])([F:23])[CH2:21][O:22][C:2]1[C:7]([N+:8]([O-:10])=[O:9])=[C:6]([O:16][CH2:13][C:20]([F:24])([F:23])[F:19])[CH:5]=[C:4]([CH3:12])[N:3]=1. The yield is 0.940.